From a dataset of NCI-60 drug combinations with 297,098 pairs across 59 cell lines. Regression. Given two drug SMILES strings and cell line genomic features, predict the synergy score measuring deviation from expected non-interaction effect. (1) Drug 1: CC12CCC(CC1=CCC3C2CCC4(C3CC=C4C5=CN=CC=C5)C)O. Drug 2: CN1CCC(CC1)COC2=C(C=C3C(=C2)N=CN=C3NC4=C(C=C(C=C4)Br)F)OC. Cell line: RXF 393. Synergy scores: CSS=17.4, Synergy_ZIP=-3.69, Synergy_Bliss=-0.322, Synergy_Loewe=0.700, Synergy_HSA=1.58. (2) Drug 1: CC1C(C(=O)NC(C(=O)N2CCCC2C(=O)N(CC(=O)N(C(C(=O)O1)C(C)C)C)C)C(C)C)NC(=O)C3=C4C(=C(C=C3)C)OC5=C(C(=O)C(=C(C5=N4)C(=O)NC6C(OC(=O)C(N(C(=O)CN(C(=O)C7CCCN7C(=O)C(NC6=O)C(C)C)C)C)C(C)C)C)N)C. Drug 2: C1=CN(C=N1)CC(O)(P(=O)(O)O)P(=O)(O)O. Cell line: HCT116. Synergy scores: CSS=19.0, Synergy_ZIP=-4.15, Synergy_Bliss=-5.77, Synergy_Loewe=-24.4, Synergy_HSA=-9.68. (3) Cell line: M14. Synergy scores: CSS=15.9, Synergy_ZIP=0.778, Synergy_Bliss=2.16, Synergy_Loewe=-0.810, Synergy_HSA=1.10. Drug 1: C1C(C(OC1N2C=NC3=C2NC=NCC3O)CO)O. Drug 2: N.N.Cl[Pt+2]Cl. (4) Drug 1: C1=CC(=CC=C1CCCC(=O)O)N(CCCl)CCCl. Drug 2: C1C(C(OC1N2C=NC3=C2NC=NCC3O)CO)O. Cell line: TK-10. Synergy scores: CSS=11.2, Synergy_ZIP=-5.55, Synergy_Bliss=-4.26, Synergy_Loewe=-3.43, Synergy_HSA=-2.66. (5) Synergy scores: CSS=17.7, Synergy_ZIP=0.487, Synergy_Bliss=4.07, Synergy_Loewe=-21.5, Synergy_HSA=-1.60. Cell line: SR. Drug 2: C1C(C(OC1N2C=NC(=NC2=O)N)CO)O. Drug 1: C(=O)(N)NO. (6) Drug 1: CCCCC(=O)OCC(=O)C1(CC(C2=C(C1)C(=C3C(=C2O)C(=O)C4=C(C3=O)C=CC=C4OC)O)OC5CC(C(C(O5)C)O)NC(=O)C(F)(F)F)O. Drug 2: C1C(C(OC1N2C=NC3=C2NC=NCC3O)CO)O. Cell line: HOP-62. Synergy scores: CSS=69.7, Synergy_ZIP=-1.29, Synergy_Bliss=-1.90, Synergy_Loewe=-3.63, Synergy_HSA=-1.60. (7) Drug 1: CC1OCC2C(O1)C(C(C(O2)OC3C4COC(=O)C4C(C5=CC6=C(C=C35)OCO6)C7=CC(=C(C(=C7)OC)O)OC)O)O. Drug 2: C#CCC(CC1=CN=C2C(=N1)C(=NC(=N2)N)N)C3=CC=C(C=C3)C(=O)NC(CCC(=O)O)C(=O)O. Cell line: PC-3. Synergy scores: CSS=45.4, Synergy_ZIP=-7.05, Synergy_Bliss=-6.76, Synergy_Loewe=-20.3, Synergy_HSA=-4.80. (8) Drug 1: C1=CC=C(C(=C1)C(C2=CC=C(C=C2)Cl)C(Cl)Cl)Cl. Drug 2: C1CN(P(=O)(OC1)NCCCl)CCCl. Cell line: A549. Synergy scores: CSS=0.703, Synergy_ZIP=1.56, Synergy_Bliss=2.27, Synergy_Loewe=0.250, Synergy_HSA=0.212.